Predict the product of the given reaction. From a dataset of Forward reaction prediction with 1.9M reactions from USPTO patents (1976-2016). (1) Given the reactants C(OC([NH:8][C@H:9]([C:29]([O:31][CH3:32])=[O:30])[CH2:10][C:11]1[CH:16]=[CH:15][C:14]([N:17]2[C:22](=[O:23])[CH:21]=[C:20]([CH:24]([CH3:26])[CH3:25])[N:19]([CH3:27])[C:18]2=[O:28])=[CH:13][CH:12]=1)=O)(C)(C)C.[ClH:33].C(OCC)(=O)C, predict the reaction product. The product is: [ClH:33].[CH:24]([C:20]1[N:19]([CH3:27])[C:18](=[O:28])[N:17]([C:14]2[CH:15]=[CH:16][C:11]([CH2:10][C@@H:9]([C:29]([O:31][CH3:32])=[O:30])[NH2:8])=[CH:12][CH:13]=2)[C:22](=[O:23])[CH:21]=1)([CH3:26])[CH3:25]. (2) Given the reactants Br[CH2:2][C:3]([C:5]1[CH:10]=[CH:9][C:8]([Br:11])=[CH:7][CH:6]=1)=O.[C:12]([N:15]1C[CH2:18][CH2:17][C@H:16]1C(O)=O)(=[O:14])[CH3:13].CC[N:25](C(C)C)C(C)C.CC(=O)OCC.[C:38](#[N:40])[CH3:39], predict the reaction product. The product is: [Br:11][C:8]1[CH:9]=[CH:10][C:5]([C:3]2[NH:25][C:38]([C@@H:39]3[CH2:18][CH2:17][CH2:16][N:15]3[C:12](=[O:14])[CH3:13])=[N:40][CH:2]=2)=[CH:6][CH:7]=1.